From a dataset of Reaction yield outcomes from USPTO patents with 853,638 reactions. Predict the reaction yield, written as a fraction of the theoretical maximum amount of product (1.0 means a 100% yield; for example, 0.34 means a 34% yield). (1) The reactants are [ClH:1].[NH2:2][C:3]1[N:8]=[C:7]([NH:9][C:10]2[CH:11]=[C:12]([CH:25]=[CH:26][CH:27]=2)[C:13]([NH:15][C:16]2[CH:21]=[CH:20][C:19]([N+:22]([O-])=O)=[CH:18][CH:17]=2)=[O:14])[CH:6]=[C:5]([CH3:28])[N:4]=1. The catalyst is [Pd].CO. The product is [ClH:1].[NH2:2][C:3]1[N:8]=[C:7]([NH:9][C:10]2[CH:11]=[C:12]([CH:25]=[CH:26][CH:27]=2)[C:13]([NH:15][C:16]2[CH:21]=[CH:20][C:19]([NH2:22])=[CH:18][CH:17]=2)=[O:14])[CH:6]=[C:5]([CH3:28])[N:4]=1. The yield is 0.580. (2) The reactants are Cl[CH2:2][C:3]([N:5]([CH2:17][C:18]1[CH:23]=[CH:22][C:21]([O:24][CH3:25])=[CH:20][C:19]=1[O:26][CH3:27])[CH2:6][C:7]1[CH:12]=[CH:11][C:10]([O:13][CH3:14])=[CH:9][C:8]=1[O:15][CH3:16])=[O:4].ClCC(OC(=O)CCl)=O.COC1C=C(OC)C=CC=1CNCC1C=CC(OC)=CC=1OC.[F:60][C:61]1[CH:66]=[CH:65][C:64]([C:67]2([C:79]3[CH:84]=[CH:83][C:82]([F:85])=[CH:81][CH:80]=3)[C@H:71]([C:72]3[CH:77]=[CH:76][CH:75]=[CH:74][CH:73]=3)[NH:70][C:69](=[O:78])[NH:68]2)=[CH:63][CH:62]=1.[H-].[Na+]. The catalyst is C1COCC1.C(OCC)(=O)C. The product is [F:60][C:61]1[CH:62]=[CH:63][C:64]([C:67]2([C:79]3[CH:80]=[CH:81][C:82]([F:85])=[CH:83][CH:84]=3)[C@H:71]([C:72]3[CH:77]=[CH:76][CH:75]=[CH:74][CH:73]=3)[N:70]([CH2:2][C:3]([N:5]([CH2:17][C:18]3[CH:23]=[CH:22][C:21]([O:24][CH3:25])=[CH:20][C:19]=3[O:26][CH3:27])[CH2:6][C:7]3[CH:12]=[CH:11][C:10]([O:13][CH3:14])=[CH:9][C:8]=3[O:15][CH3:16])=[O:4])[C:69](=[O:78])[NH:68]2)=[CH:65][CH:66]=1. The yield is 0.500. (3) The reactants are [Cl:1][C:2]1[C:7]([CH2:8][CH2:9][N:10]2C(=O)C3C(=CC=CC=3)C2=O)=[C:6]([NH:21][C@@H:22]2[C:30]3[C:25](=[CH:26][CH:27]=[CH:28][CH:29]=3)[CH2:24][CH2:23]2)[N:5]=[CH:4][N:3]=1.O.NN. The catalyst is C(O)C. The product is [NH2:10][CH2:9][CH2:8][C:7]1[C:6]([NH:21][C@@H:22]2[C:30]3[C:25](=[CH:26][CH:27]=[CH:28][CH:29]=3)[CH2:24][CH2:23]2)=[N:5][CH:4]=[N:3][C:2]=1[Cl:1]. The yield is 0.500. (4) The reactants are F[C:2]1[C:7]([F:8])=[CH:6][C:5]([I:9])=[CH:4][N:3]=1.[CH3:10][C:11]1([CH3:17])[CH2:15][NH:14][C:13](=[O:16])[NH:12]1.C(=O)([O-])[O-].[Cs+].[Cs+]. The catalyst is C1(C)C=CC=CC=1. The product is [F:8][C:7]1[C:2]([N:14]2[CH2:15][C:11]([CH3:17])([CH3:10])[NH:12][C:13]2=[O:16])=[N:3][CH:4]=[C:5]([I:9])[CH:6]=1. The yield is 0.490. (5) The reactants are [F:1][C:2]1[CH:7]=[CH:6][C:5]([CH2:8][C:9]2[NH:10][C:11]([C:24]3[CH:29]=[CH:28][CH:27]=[C:26]([CH3:30])[N:25]=3)=[C:12]([C:14]3[CH:15]=[C:16]4[C:21](=[CH:22][CH:23]=3)[N:20]=[CH:19][CH:18]=[CH:17]4)[N:13]=2)=[CH:4][C:3]=1[OH:31].ClC[CH2:34][C:35]([O:37][CH3:38])=[O:36].C([O-])([O-])=O.[K+].[K+]. The catalyst is CC(C)=O.O. The product is [F:1][C:2]1[CH:7]=[CH:6][C:5]([CH2:8][C:9]2[NH:10][C:11]([C:24]3[CH:29]=[CH:28][CH:27]=[C:26]([CH3:30])[N:25]=3)=[C:12]([C:14]3[CH:15]=[C:16]4[C:21](=[CH:22][CH:23]=3)[N:20]=[CH:19][CH:18]=[CH:17]4)[N:13]=2)=[CH:4][C:3]=1[O:31][CH2:34][C:35]([O:37][CH3:38])=[O:36]. The yield is 0.750.